From a dataset of Full USPTO retrosynthesis dataset with 1.9M reactions from patents (1976-2016). Predict the reactants needed to synthesize the given product. (1) Given the product [CH2:49]([C:44]1([TaH3:35][C:36]2([CH2:41][CH2:42][CH3:43])[CH:40]=[CH:39][CH:38]=[CH:37]2)[CH:48]=[CH:47][CH:46]=[CH:45]1)[CH2:50][CH3:51], predict the reactants needed to synthesize it. The reactants are: [Cl-].[Cl-].[Cl-].[Cl-].[Cl-].[Ta+5].C([Mg]Br)(C)C.C(C1([Li])C=CC=C1)CC.C(C1CC=CC=1)CC.C([Li])CCC.Cl[Ta:35](Cl)([C:44]1([CH2:49][CH2:50][CH3:51])[CH:48]=[CH:47][CH:46]=[CH:45]1)[C:36]1([CH2:41][CH2:42][CH3:43])[CH:40]=[CH:39][CH:38]=[CH:37]1.[H-].COCCO[Al+]OCCOC.[Na+].[H-]. (2) Given the product [Br:38][C:10]1[N:9]=[C:8]([CH:11]2[CH2:16][N:15]([C:17]([O:19][CH2:20][C:21]3[CH:22]=[CH:23][CH:24]=[CH:25][CH:26]=3)=[O:18])[CH:14]([C:27]([F:28])([F:30])[F:29])[CH2:13][CH2:12]2)[N:4]2[CH:5]=[CH:6][N:7]=[C:2]([Cl:1])[C:3]=12, predict the reactants needed to synthesize it. The reactants are: [Cl:1][C:2]1[C:3]2[N:4]([C:8]([CH:11]3[CH2:16][N:15]([C:17]([O:19][CH2:20][C:21]4[CH:26]=[CH:25][CH:24]=[CH:23][CH:22]=4)=[O:18])[CH:14]([C:27]([F:30])([F:29])[F:28])[CH2:13][CH2:12]3)=[N:9][CH:10]=2)[CH:5]=[CH:6][N:7]=1.C1C(=O)N([Br:38])C(=O)C1. (3) Given the product [Br:16][C:17]1[CH:18]=[C:19]2[C:23](=[CH:24][CH:25]=1)[N:22]([C:9]([O:11][C:12]([CH3:13])([CH3:14])[CH3:15])=[O:10])[CH:21]=[CH:20]2, predict the reactants needed to synthesize it. The reactants are: [CH3:13][C:12]([O:11][C:9](O[C:9]([O:11][C:12]([CH3:15])([CH3:14])[CH3:13])=[O:10])=[O:10])([CH3:15])[CH3:14].[Br:16][C:17]1[CH:18]=[C:19]2[C:23](=[CH:24][CH:25]=1)[NH:22][CH:21]=[CH:20]2.CCN(CC)CC.